Dataset: Forward reaction prediction with 1.9M reactions from USPTO patents (1976-2016). Task: Predict the product of the given reaction. (1) The product is: [F:2][C:3]1[CH:4]=[C:5]2[C:9](=[CH:10][CH:11]=1)[NH:8][CH:7]=[C:6]2[CH2:12][CH2:13][NH:14][C:35](=[O:39])[C:27]1[CH:23]=[CH:22][CH:21]=[C:20]([CH2:19][C:18]2[CH:29]=[CH:30][CH:31]=[C:16]([F:15])[CH:17]=2)[CH:28]=1. Given the reactants Cl.[F:2][C:3]1[CH:4]=[C:5]2[C:9](=[CH:10][CH:11]=1)[NH:8][CH:7]=[C:6]2[CH2:12][CH2:13][NH2:14].[F:15][C:16]1[CH:17]=[C:18]([CH:29]=[CH:30][CH:31]=1)[CH2:19][C:20]1[CH:28]=[CH:27][C:23](C(O)=O)=[CH:22][CH:21]=1.CN([C:35]([O:39]N1N=NC2C=CC=NC1=2)=[N+](C)C)C.F[P-](F)(F)(F)(F)F.C(N(CC)C(C)C)(C)C, predict the reaction product. (2) Given the reactants [CH:1]([CH:4]1[C:9](=[O:10])[NH:8][C:7]2[CH:11]=[CH:12][CH:13]=[C:14]([CH:15]([CH3:17])[CH3:16])[C:6]=2[O:5]1)([CH3:3])[CH3:2].C(=O)([O-])[O-].[K+].[K+].[C:24]([O:28][CH3:29])(=[O:27])[CH:25]=[CH2:26].Cl, predict the reaction product. The product is: [CH3:29][O:28][C:24](=[O:27])[CH2:25][CH2:26][N:8]1[C:7]2[CH:11]=[CH:12][CH:13]=[C:14]([CH:15]([CH3:17])[CH3:16])[C:6]=2[O:5][CH:4]([CH:1]([CH3:3])[CH3:2])[C:9]1=[O:10]. (3) Given the reactants [H-].[Na+].[Cl:3][C:4]1[CH:9]=[CH:8][C:7]([N+:10]([O-:12])=[O:11])=[CH:6][C:5]=1[OH:13].Cl[CH2:15][O:16][CH2:17][C:18]1[CH:23]=[CH:22][CH:21]=[CH:20][CH:19]=1, predict the reaction product. The product is: [CH2:17]([O:16][CH2:15][O:13][C:5]1[CH:6]=[C:7]([N+:10]([O-:12])=[O:11])[CH:8]=[CH:9][C:4]=1[Cl:3])[C:18]1[CH:23]=[CH:22][CH:21]=[CH:20][CH:19]=1. (4) Given the reactants [OH:1][C:2]1[CH:3]=[C:4]([CH2:10][C:11]([OH:13])=[O:12])[CH:5]=[CH:6][C:7]=1[O:8][CH3:9].OS(O)(=O)=O.[CH3:19]O, predict the reaction product. The product is: [OH:1][C:2]1[CH:3]=[C:4]([CH2:10][C:11]([O:13][CH3:19])=[O:12])[CH:5]=[CH:6][C:7]=1[O:8][CH3:9]. (5) Given the reactants [CH3:1][CH:2]([O:4][C:5]1[CH:13]=[C:12]2[C:8]([CH:9]=[N:10][NH:11]2)=[CH:7][C:6]=1[NH:14][C:15]1[C:16]2[C:23]([C:24]([OH:26])=O)=[CH:22][NH:21][C:17]=2[N:18]=[CH:19][N:20]=1)[CH3:3].[CH3:27][NH:28][CH3:29], predict the reaction product. The product is: [CH3:27][N:28]([CH3:29])[C:24]([C:23]1[C:16]2[C:15]([NH:14][C:6]3[CH:7]=[C:8]4[C:12](=[CH:13][C:5]=3[O:4][CH:2]([CH3:3])[CH3:1])[NH:11][N:10]=[CH:9]4)=[N:20][CH:19]=[N:18][C:17]=2[NH:21][CH:22]=1)=[O:26].